Dataset: Forward reaction prediction with 1.9M reactions from USPTO patents (1976-2016). Task: Predict the product of the given reaction. (1) Given the reactants Br[CH2:2][CH2:3][O:4][CH2:5][CH2:6][N:7]1[C:11]2[CH:12]=[CH:13][CH:14]=[CH:15][C:10]=2[N:9]([C:16]2[C:21]([F:22])=[CH:20][CH:19]=[CH:18][C:17]=2[F:23])[S:8]1(=[O:25])=[O:24].[CH:26]1([NH2:29])[CH2:28][CH2:27]1, predict the reaction product. The product is: [F:23][C:17]1[CH:18]=[CH:19][CH:20]=[C:21]([F:22])[C:16]=1[N:9]1[C:10]2[CH:15]=[CH:14][CH:13]=[CH:12][C:11]=2[N:7]([CH2:6][CH2:5][O:4][CH2:3][CH2:2][NH:29][CH:26]2[CH2:28][CH2:27]2)[S:8]1(=[O:25])=[O:24]. (2) Given the reactants [C:1]([N:11]1[CH2:16][CH2:15][CH:14]([CH2:17][C:18](O)=O)[CH2:13][CH2:12]1)([O:3][CH2:4][C:5]1[CH:10]=[CH:9][CH:8]=[CH:7][CH:6]=1)=[O:2].N1CCC(CC[C:29]([OH:31])=[O:30])CC1, predict the reaction product. The product is: [C:1]([N:11]1[CH2:12][CH2:13][CH:14]([CH2:17][CH2:18][C:29]([OH:31])=[O:30])[CH2:15][CH2:16]1)([O:3][CH2:4][C:5]1[CH:6]=[CH:7][CH:8]=[CH:9][CH:10]=1)=[O:2]. (3) Given the reactants [NH2:1][C:2]1[C:12]([N:13]2[CH:17]=[CH:16][N:15]=[CH:14]2)=[CH:11][CH:10]=[CH:9][C:3]=1[C:4]([O:6][CH2:7][CH3:8])=[O:5].[C:18](N1C=CN=C1)(N1C=CN=C1)=[O:19], predict the reaction product. The product is: [O:19]=[C:18]1[NH:1][C:2]2[C:3]([C:4]([O:6][CH2:7][CH3:8])=[O:5])=[CH:9][CH:10]=[CH:11][C:12]=2[N:13]2[CH:17]=[CH:16][N:15]=[C:14]12.